From a dataset of Reaction yield outcomes from USPTO patents with 853,638 reactions. Predict the reaction yield, written as a fraction of the theoretical maximum amount of product (1.0 means a 100% yield; for example, 0.34 means a 34% yield). (1) The reactants are [C:1]([OH:6])(=[O:5])[C:2]([CH3:4])=[CH2:3].O.C1(C)C=CC(S(O)(=O)=O)=CC=1.[CH:19]([O:21][CH2:22][CH3:23])=[CH2:20]. No catalyst specified. The product is [C:1]([O:6][CH:19]([O:21][CH2:22][CH3:23])[CH3:20])(=[O:5])[C:2]([CH3:4])=[CH2:3]. The yield is 0.200. (2) The reactants are [NH2:1][C:2]1[N:7]=[C:6]2[N:8]([CH2:20][CH3:21])[C:9]([C:11]([N:13]([CH:17]3[CH2:19][CH2:18]3)[CH:14]3[CH2:16][CH2:15]3)=[O:12])=[CH:10][C:5]2=[C:4]2[N:22]([CH3:25])[CH:23]=[N:24][C:3]=12.[C:26]([N:34]=[C:35]=[S:36])(=[O:33])[C:27]1[CH:32]=[CH:31][CH:30]=[CH:29][CH:28]=1.O. The catalyst is CC(C)=O. The product is [C:26]([NH:34][C:35](=[S:36])[NH:1][C:2]1[N:7]=[C:6]2[N:8]([CH2:20][CH3:21])[C:9]([C:11]([N:13]([CH:17]3[CH2:19][CH2:18]3)[CH:14]3[CH2:16][CH2:15]3)=[O:12])=[CH:10][C:5]2=[C:4]2[N:22]([CH3:25])[CH:23]=[N:24][C:3]=12)(=[O:33])[C:27]1[CH:32]=[CH:31][CH:30]=[CH:29][CH:28]=1. The yield is 0.880. (3) The reactants are [CH3:1][C:2]1[S:3][C:4]([C:8]([OH:10])=[O:9])=[C:5]([CH3:7])[N:6]=1.[CH2:11]([Li])CCC.[CH3:16][C:17]1[O:21][N:20]=[C:19]([C:22]2[CH:27]=[CH:26][CH:25]=[CH:24][CH:23]=2)[C:18]=1[CH:28]=[O:29]. The catalyst is C1COCC1.CCCCCC. The product is [CH3:11][O:9][C:8]([C:4]1[S:3][C:2]([CH2:1][CH:28]([OH:29])[C:18]2[C:19]([C:22]3[CH:27]=[CH:26][CH:25]=[CH:24][CH:23]=3)=[N:20][O:21][C:17]=2[CH3:16])=[N:6][C:5]=1[CH3:7])=[O:10]. The yield is 0.260. (4) The reactants are [H-].[Na+].Cl[CH2:4][C:5]([NH:7][C:8]([C:10]1[CH:15]=[CH:14][C:13]([C:16]2[CH:21]=[CH:20][CH:19]=[CH:18][CH:17]=2)=[CH:12][CH:11]=1)=[O:9])=[O:6]. The catalyst is COCCOC. The product is [C:13]1([C:16]2[CH:21]=[CH:20][CH:19]=[CH:18][CH:17]=2)[CH:14]=[CH:15][C:10]([C:8]2[O:9][CH2:4][C:5](=[O:6])[N:7]=2)=[CH:11][CH:12]=1. The yield is 0.380.